From a dataset of Reaction yield outcomes from USPTO patents with 853,638 reactions. Predict the reaction yield, written as a fraction of the theoretical maximum amount of product (1.0 means a 100% yield; for example, 0.34 means a 34% yield). (1) The reactants are [Cl:1][C:2]1[CH:7]=[C:6](/[CH:8]=[CH:9]/[CH:10]([C:15]2[CH:20]=[C:19]([Cl:21])[CH:18]=[C:17]([Cl:22])[CH:16]=2)[C:11]([F:14])([F:13])[F:12])[CH:5]=[CH:4][C:3]=1[CH2:23][NH2:24].[CH2:25]([N:27]=[C:28]=[O:29])[CH3:26]. The catalyst is C(Cl)Cl. The product is [Cl:1][C:2]1[CH:7]=[C:6](/[CH:8]=[CH:9]/[CH:10]([C:15]2[CH:16]=[C:17]([Cl:22])[CH:18]=[C:19]([Cl:21])[CH:20]=2)[C:11]([F:13])([F:14])[F:12])[CH:5]=[CH:4][C:3]=1[CH2:23][NH:24][C:28]([NH:27][CH2:25][CH3:26])=[O:29]. The yield is 0.600. (2) The reactants are [O-]P([O-])([O-])=O.[K+].[K+].[K+].[CH:9]1([NH2:15])[CH2:14][CH2:13][CH2:12][CH2:11][CH2:10]1.C(O)CO.I[C:21]1[CH:26]=[CH:25][C:24]([O:27][CH3:28])=[CH:23][CH:22]=1.N. The catalyst is C(O)CCC.O.[Cu]I. The product is [CH3:28][O:27][C:24]1[CH:25]=[CH:26][C:21]([NH:15][CH:9]2[CH2:14][CH2:13][CH2:12][CH2:11][CH2:10]2)=[CH:22][CH:23]=1. The yield is 0.700. (3) The catalyst is C(O)C. The reactants are [OH:1][C:2]1[CH:7]=[CH:6][C:5](NCC)=[CH:4][CH:3]=1.[S:11]1[CH2:17][C:15](=[O:16])[NH:14][C:12]1=S.[CH3:18][CH2:19][N:20](C(C)C)C(C)C. The yield is 0.190. The product is [OH:1][C:2]1[CH:3]=[CH:4][C:5]([CH2:18][CH2:19][NH:20][C:12]2[S:11][CH2:17][C:15](=[O:16])[N:14]=2)=[CH:6][CH:7]=1. (4) The reactants are [CH3:1][C:2]1([CH3:20])[CH2:6][C:5]2[C:7]([CH3:19])=[C:8]([N:13]3[CH2:18][CH2:17][NH:16][CH2:15][CH2:14]3)[C:9]([CH3:12])=[C:10]([CH3:11])[C:4]=2[O:3]1.Br[C:22]1[CH:27]=[CH:26][C:25]([Cl:28])=[C:24]([CH3:29])[CH:23]=1. No catalyst specified. The product is [Cl:28][C:25]1[CH:26]=[CH:27][C:22]([N:16]2[CH2:15][CH2:14][N:13]([C:8]3[C:9]([CH3:12])=[C:10]([CH3:11])[C:4]4[O:3][C:2]([CH3:20])([CH3:1])[CH2:6][C:5]=4[C:7]=3[CH3:19])[CH2:18][CH2:17]2)=[CH:23][C:24]=1[CH3:29]. The yield is 0.150. (5) The reactants are [C:1]([O:5][C:6](=[O:24])[CH:7]([NH:13][C:14]([O:16][CH2:17][C:18]1[CH:23]=[CH:22][CH:21]=[CH:20][CH:19]=1)=[O:15])[CH2:8][CH2:9][C:10](O)=[O:11])([CH3:4])([CH3:3])[CH3:2].C(N(CC)CC)C.ClC(OCC(C)C)=O. The catalyst is O1CCCC1. The product is [C:1]([O:5][C:6](=[O:24])[CH:7]([NH:13][C:14]([O:16][CH2:17][C:18]1[CH:19]=[CH:20][CH:21]=[CH:22][CH:23]=1)=[O:15])[CH2:8][CH2:9][CH2:10][OH:11])([CH3:4])([CH3:2])[CH3:3]. The yield is 0.890. (6) The reactants are [Br:1][C:2]1[CH:7]=[C:6]([CH2:8][CH2:9][CH2:10][OH:11])[CH:5]=[C:4]([Br:12])[C:3]=1[OH:13].CC(C)([O-])C.[K+].[Cl:20][C:21]1[N:22]=[N:23][C:24](Cl)=[CH:25][C:26]=1[CH:27]([CH3:29])[CH3:28]. The catalyst is CN(C)C(=O)C.O. The product is [Br:1][C:2]1[CH:7]=[C:6]([CH2:8][CH2:9][CH2:10][OH:11])[CH:5]=[C:4]([Br:12])[C:3]=1[O:13][C:24]1[N:23]=[N:22][C:21]([Cl:20])=[C:26]([CH:27]([CH3:29])[CH3:28])[CH:25]=1. The yield is 0.200. (7) The reactants are [Br:1]Br.[CH3:3][N:4]1[C:8]([C:9]2[CH:14]=[CH:13][N:12]=[C:11]([NH:15][C:16]3[CH:21]=[CH:20][C:19]([S:22](=[O:25])(=[O:24])[NH2:23])=[CH:18][CH:17]=3)[N:10]=2)=[CH:7][N:6]=[CH:5]1.C([O-])(=O)C.[Na+]. The catalyst is C(O)(=O)C. The product is [Br:1][C:14]1[C:9]([C:8]2[N:4]([CH3:3])[CH:5]=[N:6][CH:7]=2)=[N:10][C:11]([NH:15][C:16]2[CH:17]=[CH:18][C:19]([S:22](=[O:25])(=[O:24])[NH2:23])=[CH:20][CH:21]=2)=[N:12][CH:13]=1. The yield is 0.520. (8) The reactants are C([C:4]1[CH:8]=[CH:7][S:6]C=1)(=O)C.[S:9]1[CH:13]=[CH:12][C:11]([C:14]([CH2:16][C:17]#[N:18])=[O:15])=[CH:10]1.N1CCOC[CH2:20]1.[S]. The catalyst is CC(=O)CC. The product is [NH2:18][C:17]1[S:6][C:7]([CH3:20])=[C:8]([CH3:4])[C:16]=1[C:14]([C:11]1[CH:12]=[CH:13][S:9][CH:10]=1)=[O:15]. The yield is 0.380. (9) The reactants are [O:1]1[CH2:6][CH2:5][CH2:4][C:3](=[CH:7][CH2:8][CH2:9][OH:10])[CH2:2]1. The catalyst is CO.[OH-].[OH-].[Pd+2]. The product is [O:1]1[CH2:6][CH2:5][CH2:4][CH:3]([CH2:7][CH2:8][CH2:9][OH:10])[CH2:2]1. The yield is 0.910. (10) The reactants are Cl[C:2]1[N:17]=[N:16][C:5]2[NH:6][C:7]3[CH:15]=[CH:14][CH:13]=[CH:12][C:8]=3[NH:9][C:10](=[O:11])[C:4]=2[CH:3]=1.[CH2:18]([Sn](CCCC)(CCCC)C=C)[CH2:19]CC.C1(P(C2C=CC=CC=2)C2C=CC=CC=2)C=CC=CC=1. The catalyst is C1(C)C=CC=CC=1. The product is [CH:18]([C:2]1[N:17]=[N:16][C:5]2[NH:6][C:7]3[CH:15]=[CH:14][CH:13]=[CH:12][C:8]=3[NH:9][C:10](=[O:11])[C:4]=2[CH:3]=1)=[CH2:19]. The yield is 0.330.